From a dataset of Full USPTO retrosynthesis dataset with 1.9M reactions from patents (1976-2016). Predict the reactants needed to synthesize the given product. (1) Given the product [CH3:26][C:22]1[CH:21]=[C:20]([NH:19][C:17](=[O:18])[C:16]2[CH:15]=[CH:14][N:29]=[C:28]([N:11]3[CH2:10][CH2:9][C:7]4[N:8]=[C:3]([S:2][CH3:1])[N:4]=[CH:5][C:6]=4[CH2:12]3)[CH:27]=2)[CH:25]=[CH:24][CH:23]=1, predict the reactants needed to synthesize it. The reactants are: [CH3:1][S:2][C:3]1[N:4]=[CH:5][C:6]2[CH2:12][NH:11][CH2:10][CH2:9][C:7]=2[N:8]=1.Br[C:14]1[CH:15]=[C:16]([CH:27]=[CH:28][N:29]=1)[C:17]([NH:19][C:20]1[CH:21]=[C:22]([CH3:26])[CH:23]=[CH:24][CH:25]=1)=[O:18]. (2) Given the product [F:1][C:2]([F:22])([F:21])[C:3]([OH:40])=[O:4].[Cl:23][C:24]1[CH:25]=[N:26][C:27]2[CH:28]=[C:29]3[CH2:38][CH2:37][NH:36][CH2:35][CH2:34][C:30]3=[CH:31][C:32]=2[N:33]=1, predict the reactants needed to synthesize it. The reactants are: [F:1][C:2]([F:22])([F:21])[C:3](N1CCC2C(=CC3NC(=O)C=NC=3C=2)CC1)=[O:4].[Cl:23][C:24]1[CH:25]=[N:26][C:27]2[CH:28]=[C:29]3[CH2:38][CH2:37][NH:36][CH2:35][CH2:34][C:30]3=[CH:31][C:32]=2[N:33]=1.C(=O)(O)[O-:40].[Na+].C(=O)([O-])[O-].[K+].[K+].